From a dataset of Full USPTO retrosynthesis dataset with 1.9M reactions from patents (1976-2016). Predict the reactants needed to synthesize the given product. (1) Given the product [CH3:26][O:25][C:22]1[CH:21]=[CH:20][C:19]([NH:18][C:2]2[CH:7]=[C:6]([C:8]([F:11])([F:10])[F:9])[N:5]=[C:4]([C:12]3[CH:13]=[N:14][CH:15]=[CH:16][CH:17]=3)[N:3]=2)=[CH:24][N:23]=1, predict the reactants needed to synthesize it. The reactants are: Cl[C:2]1[CH:7]=[C:6]([C:8]([F:11])([F:10])[F:9])[N:5]=[C:4]([C:12]2[CH:13]=[N:14][CH:15]=[CH:16][CH:17]=2)[N:3]=1.[NH2:18][C:19]1[CH:20]=[CH:21][C:22]([O:25][CH3:26])=[N:23][CH:24]=1. (2) The reactants are: [O:1]=[C:2]1[C:7]([CH:8]2[CH2:13][CH2:12][N:11](C(OCC3C=CC=CC=3)=O)[CH2:10][CH2:9]2)=[CH:6][CH:5]=[N:4][NH:3]1. Given the product [NH:11]1[CH2:10][CH2:9][CH:8]([C:7]2[C:2](=[O:1])[NH:3][N:4]=[CH:5][CH:6]=2)[CH2:13][CH2:12]1, predict the reactants needed to synthesize it.